From a dataset of Catalyst prediction with 721,799 reactions and 888 catalyst types from USPTO. Predict which catalyst facilitates the given reaction. (1) Reactant: FC(F)(F)C(O)=O.[F:8][C:9]1[CH:10]=[C:11]([CH2:16][C@H:17]([NH:36]C(=O)OCC2C=CC=CC=2)[C@H:18]([OH:35])[CH2:19][NH:20][CH2:21][C:22]2[CH:27]=[C:26]([O:28][CH3:29])[CH:25]=[CH:24][C:23]=2[CH2:30][CH2:31][CH2:32][CH:33]=[CH2:34])[CH:12]=[C:13]([F:15])[CH:14]=1.O.[OH-].[Ba+2].[OH-]. Product: [NH2:36][C@@H:17]([CH2:16][C:11]1[CH:12]=[C:13]([F:15])[CH:14]=[C:9]([F:8])[CH:10]=1)[C@H:18]([OH:35])[CH2:19][NH:20][CH2:21][C:22]1[CH:27]=[C:26]([O:28][CH3:29])[CH:25]=[CH:24][C:23]=1[CH2:30][CH2:31][CH2:32][CH:33]=[CH2:34]. The catalyst class is: 149. (2) Reactant: [CH3:1][O:2][C:3]1[CH:8]=[C:7]([CH3:9])[C:6]([S:10]([N:13]([CH2:15][C:16]2[NH:17][C:18]([C:21](OCC)=[O:22])=[N:19][N:20]=2)[CH3:14])(=[O:12])=[O:11])=[C:5]([CH3:26])[CH:4]=1.[CH3:27][N:28]1[CH2:33][CH2:32][CH:31]([CH2:34][N:35]2[CH2:40][CH2:39][NH:38][CH2:37][CH2:36]2)[CH2:30][CH2:29]1.C[Al](C)C. Product: [CH3:1][O:2][C:3]1[CH:4]=[C:5]([CH3:26])[C:6]([S:10]([N:13]([CH3:14])[CH2:15][C:16]2[NH:17][C:18]([C:21]([N:38]3[CH2:37][CH2:36][N:35]([CH2:34][CH:31]4[CH2:32][CH2:33][N:28]([CH3:27])[CH2:29][CH2:30]4)[CH2:40][CH2:39]3)=[O:22])=[N:19][N:20]=2)(=[O:12])=[O:11])=[C:7]([CH3:9])[CH:8]=1. The catalyst class is: 26. (3) The catalyst class is: 522. Product: [ClH:26].[Cl-:26].[NH2:12][C:13]([CH3:19])([CH3:18])[CH2:14][S+:15]([CH3:17])[CH3:16]. Reactant: [I-].C(OC([NH:12][C:13]([CH3:19])([CH3:18])[CH2:14][S+:15]([CH3:17])[CH3:16])=O)C1C=CC=CC=1.CO.C(O)(=O)C.[ClH:26]. (4) Reactant: [N+:1]([C:4]1[C:5]([N:10]2[CH2:15][CH2:14][NH:13][CH2:12][CH2:11]2)=[N:6][CH:7]=[CH:8][CH:9]=1)([O-:3])=[O:2].[Cl:16][C:17]1[CH:18]=[C:19](C2ON=C(C(O)=O)C=2)[CH:20]=[CH:21][CH:22]=1.CCN=C=N[CH2:36][CH2:37][CH2:38][N:39](C)C.C1C=CC2N([OH:51])N=NC=2C=1.CN([CH:55]=[O:56])C. The catalyst class is: 6. Product: [Cl:16][C:17]1[CH:22]=[C:21]([C:37]2[C:38]([C:55]([N:13]3[CH2:12][CH2:11][N:10]([C:5]4[C:4]([N+:1]([O-:3])=[O:2])=[CH:9][CH:8]=[CH:7][N:6]=4)[CH2:15][CH2:14]3)=[O:56])=[N:39][O:51][CH:36]=2)[CH:20]=[CH:19][CH:18]=1. (5) Reactant: [CH3:1][O:2][C:3](=[O:33])[C:4]1[CH:9]=[CH:8][C:7]([CH2:10][N:11]([C:16](=[O:32])[C:17]2[CH:22]=[CH:21][C:20]([Cl:23])=[CH:19][C:18]=2[C:24](=[O:31])[C:25]2[CH:30]=[CH:29][CH:28]=[CH:27][CH:26]=2)[CH2:12][CH:13]([OH:15])[CH3:14])=[CH:6][CH:5]=1.C(N(CC)CC)C.O.Cl. Product: [CH3:1][O:2][C:3](=[O:33])[C:4]1[CH:5]=[CH:6][C:7]([CH2:10][N:11]([C:16](=[O:32])[C:17]2[CH:22]=[CH:21][C:20]([Cl:23])=[CH:19][C:18]=2[C:24](=[O:31])[C:25]2[CH:30]=[CH:29][CH:28]=[CH:27][CH:26]=2)[CH2:12][C:13](=[O:15])[CH3:14])=[CH:8][CH:9]=1. The catalyst class is: 16. (6) Reactant: C([CH:8]1[C:16]2[C:11](=[CH:12][CH:13]=[CH:14][CH:15]=2)[CH2:10][C:9]1([NH2:20])[C:17](O)=O)(OC(C)(C)C)=O.CN1CCOCC1.C(OC(Cl)=O)C(C)C.[CH2:36]([C:41]1[CH:42]=[C:43]([NH2:48])[C:44]([NH2:47])=[CH:45][CH:46]=1)[C:37]([CH3:40])([CH3:39])[CH3:38].C(O)(=O)C.FC(F)(F)C(O)=O. Product: [CH3:38][C:37]([CH3:40])([CH3:39])[CH2:36][C:41]1[CH:46]=[CH:45][C:44]2[N:47]=[C:17]([C:9]3([NH2:20])[CH2:8][C:16]4[C:11](=[CH:12][CH:13]=[CH:14][CH:15]=4)[CH2:10]3)[NH:48][C:43]=2[CH:42]=1. The catalyst class is: 10.